Dataset: CYP1A2 inhibition data for predicting drug metabolism from PubChem BioAssay. Task: Regression/Classification. Given a drug SMILES string, predict its absorption, distribution, metabolism, or excretion properties. Task type varies by dataset: regression for continuous measurements (e.g., permeability, clearance, half-life) or binary classification for categorical outcomes (e.g., BBB penetration, CYP inhibition). Dataset: cyp1a2_veith. (1) The molecule is CN(CC(=O)O)CC(=O)O. The result is 0 (non-inhibitor). (2) The molecule is Cc1cc(C)cc(NC(=O)C/C(N)=N/O)c1. The result is 1 (inhibitor). (3) The drug is CCOC(=O)n1c(=O)n(Cc2c(Cl)cccc2Cl)c2ccccc21. The result is 1 (inhibitor). (4) The molecule is O=C1[C@@H]2CC[C@@H]3/C(=N\OC[C@@H](O)COCc4ccco4)C[C@@H](O)[C@@H](O)[C@@H]3[C@H]2C(=O)N1c1ccc(F)cc1F. The result is 0 (non-inhibitor). (5) The molecule is CC(C)(Oc1ccc(CCNC(=O)c2ccc(Cl)cc2)cc1)C(=O)O. The result is 0 (non-inhibitor). (6) The molecule is C[C@@H](O)[C@H]1C(=O)N2C(C(=O)O)=C(S[C@@H]3CN[C@H](C(=O)N(C)C)C3)[C@H](C)[C@H]12. The result is 0 (non-inhibitor). (7) The molecule is Cc1nc(/N=C(\N)Nc2ccccc2)nc2ccccc12. The result is 1 (inhibitor). (8) The compound is CCOC(=O)CN1C(=O)Nc2ccc(Br)cc2C1c1ccccc1. The result is 1 (inhibitor). (9) The molecule is O=C1CSC(c2ccccn2)N1c1ccc(Cl)c(Cl)c1. The result is 1 (inhibitor).